This data is from Full USPTO retrosynthesis dataset with 1.9M reactions from patents (1976-2016). The task is: Predict the reactants needed to synthesize the given product. (1) Given the product [Br:11][C:12]1[CH:13]=[C:14]([Cl:19])[C:15]([O:4][CH:2]([CH3:3])[CH3:1])=[N:16][CH:17]=1, predict the reactants needed to synthesize it. The reactants are: [CH3:1][C:2](C)([O-:4])[CH3:3].[K+].CC(O)C.[Br:11][C:12]1[CH:13]=[C:14]([Cl:19])[C:15](Cl)=[N:16][CH:17]=1. (2) Given the product [NH2:2][CH2:1][C:3]1[CH:8]=[CH:7][C:6]([S:9]([NH:12][C:13]2[CH:18]=[CH:17][CH:16]=[CH:15][C:14]=2[O:19][C:20]([F:23])([F:21])[F:22])(=[O:10])=[O:11])=[CH:5][CH:4]=1, predict the reactants needed to synthesize it. The reactants are: [C:1]([C:3]1[CH:8]=[CH:7][C:6]([S:9]([NH:12][C:13]2[CH:18]=[CH:17][CH:16]=[CH:15][C:14]=2[O:19][C:20]([F:23])([F:22])[F:21])(=[O:11])=[O:10])=[CH:5][CH:4]=1)#[N:2].CO.